Dataset: Reaction yield outcomes from USPTO patents with 853,638 reactions. Task: Predict the reaction yield, written as a fraction of the theoretical maximum amount of product (1.0 means a 100% yield; for example, 0.34 means a 34% yield). (1) The reactants are [CH3:1][S:2]([NH:5][C:6]1[CH:16]=[CH:15][C:9]([C:10](OCC)=[O:11])=[CH:8][CH:7]=1)(=[O:4])=[O:3].[H-].[H-].[H-].[H-].[Li+].[Al+3].CCOC(C)=O.OS([O-])(=O)=O.[Na+]. The catalyst is C1COCC1.CCO. The product is [OH:11][CH2:10][C:9]1[CH:8]=[CH:7][C:6]([NH:5][S:2]([CH3:1])(=[O:4])=[O:3])=[CH:16][CH:15]=1. The yield is 0.930. (2) The reactants are [CH3:1][O:2][C:3]1[CH:4]=[C:5]2[C:10](=[CH:11][C:12]=1[O:13][CH3:14])[N:9]=[CH:8][CH:7]=[C:6]2[O:15][C:16]1[CH:22]=[CH:21][C:19]([NH2:20])=[CH:18][C:17]=1[F:23].C(O)C.[Cl:27][C:28]1[CH:33]=[CH:32][C:31]([C:34]([N:36]=[C:37]=[S:38])=[O:35])=[CH:30][CH:29]=1. The catalyst is C1(C)C=CC=CC=1. The product is [Cl:27][C:28]1[CH:33]=[CH:32][C:31]([C:34]([NH:36][C:37]([NH:20][C:19]2[CH:21]=[CH:22][C:16]([O:15][C:6]3[C:5]4[C:10](=[CH:11][C:12]([O:13][CH3:14])=[C:3]([O:2][CH3:1])[CH:4]=4)[N:9]=[CH:8][CH:7]=3)=[C:17]([F:23])[CH:18]=2)=[S:38])=[O:35])=[CH:30][CH:29]=1. The yield is 0.960. (3) The reactants are [Cl:1][C:2]1[N:3]=[CH:4][C:5]2[CH2:6][CH2:7][CH2:8][C:9](=O)[C:10]=2[CH:11]=1.[C:13](=[O:16])([O-])[O-].[NH4+:17].[NH4+:18].[C-]#N.[K+].S(=O)(=O)(O)[O-].[Na+].[CH2:28]([OH:30])C. No catalyst specified. The product is [Cl:1][C:2]1[N:3]=[CH:4][C:5]2[CH2:6][CH2:7][CH2:8][C:9]3([C:28](=[O:30])[NH:18][C:13](=[O:16])[NH:17]3)[C:10]=2[CH:11]=1. The yield is 0.693. (4) The reactants are C[O:2][C:3]([C:5]1[S:9][C:8]2[C:10]([Cl:14])=[CH:11][CH:12]=[CH:13][C:7]=2[CH:6]=1)=O.[H-].[H-].[H-].[H-].[Li+].[Al+3]. The catalyst is C1COCC1. The product is [Cl:14][C:10]1[C:8]2[S:9][C:5]([CH2:3][OH:2])=[CH:6][C:7]=2[CH:13]=[CH:12][CH:11]=1. The yield is 0.760. (5) The reactants are C[O:2][C:3](=[O:24])[CH2:4][O:5][C:6]1[CH:11]=[CH:10][C:9]([CH2:12][CH2:13][CH2:14][CH2:15][NH:16][C:17]([O:19][C:20]([CH3:23])([CH3:22])[CH3:21])=[O:18])=[CH:8][CH:7]=1.[OH-].[K+]. The catalyst is CO. The product is [C:20]([O:19][C:17]([NH:16][CH2:15][CH2:14][CH2:13][CH2:12][C:9]1[CH:8]=[CH:7][C:6]([O:5][CH2:4][C:3]([OH:24])=[O:2])=[CH:11][CH:10]=1)=[O:18])([CH3:23])([CH3:21])[CH3:22]. The yield is 0.970.